This data is from Kir2.1 potassium channel HTS with 301,493 compounds. The task is: Binary Classification. Given a drug SMILES string, predict its activity (active/inactive) in a high-throughput screening assay against a specified biological target. (1) The compound is S(CCCCC)c1c(OC)cc(CCN)c(OC)c1. The result is 1 (active). (2) The molecule is O=C1N(CC(=O)N2C1Cc1c([nH]c3c1cccc3)C2)C. The result is 0 (inactive).